Dataset: Peptide-MHC class II binding affinity with 134,281 pairs from IEDB. Task: Regression. Given a peptide amino acid sequence and an MHC pseudo amino acid sequence, predict their binding affinity value. This is MHC class II binding data. The peptide sequence is WDDLRSLCLFSYHRLR. The MHC is HLA-DQA10501-DQB10301 with pseudo-sequence HLA-DQA10501-DQB10301. The binding affinity (normalized) is 0.391.